This data is from HIV replication inhibition screening data with 41,000+ compounds from the AIDS Antiviral Screen. The task is: Binary Classification. Given a drug SMILES string, predict its activity (active/inactive) in a high-throughput screening assay against a specified biological target. The compound is Cc1c2ccnc(C#N)c2c(C)c2c1[nH]c1ccccc12. The result is 0 (inactive).